From a dataset of Full USPTO retrosynthesis dataset with 1.9M reactions from patents (1976-2016). Predict the reactants needed to synthesize the given product. The reactants are: Br[C:2]1[C:3]([O:25][CH3:26])=[C:4]([C:8]2[N:12]=[C:11]([C:13]3[CH:14]=[CH:15][C:16]([O:21][CH:22]([CH3:24])[CH3:23])=[C:17]([CH:20]=3)[C:18]#[N:19])[O:10][N:9]=2)[CH:5]=[CH:6][CH:7]=1.CC(P(C(C)(C)C)C(C)(C)C)(C)C.C([O-])([O-])=O.[Cs+].[Cs+].Br[Zn][CH2:48][CH2:49][CH2:50][C:51]([O:53][CH2:54][CH3:55])=[O:52]. Given the product [C:18]([C:17]1[CH:20]=[C:13]([C:11]2[O:10][N:9]=[C:8]([C:4]3[C:3]([O:25][CH3:26])=[C:2]([CH2:48][CH2:49][CH2:50][C:51]([O:53][CH2:54][CH3:55])=[O:52])[CH:7]=[CH:6][CH:5]=3)[N:12]=2)[CH:14]=[CH:15][C:16]=1[O:21][CH:22]([CH3:24])[CH3:23])#[N:19], predict the reactants needed to synthesize it.